From a dataset of Reaction yield outcomes from USPTO patents with 853,638 reactions. Predict the reaction yield, written as a fraction of the theoretical maximum amount of product (1.0 means a 100% yield; for example, 0.34 means a 34% yield). (1) The reactants are [CH3:1][O:2][C:3]1[C:4](=[O:19])[C:5]([C:15]([O:17]C)=[O:16])=[N:6][N:7]([C:9]2[CH:10]=[N:11][CH:12]=[CH:13][CH:14]=2)[CH:8]=1.[ClH:20]. No catalyst specified. The product is [ClH:20].[CH3:1][O:2][C:3]1[C:4](=[O:19])[C:5]([C:15]([OH:17])=[O:16])=[N:6][N:7]([C:9]2[CH:10]=[N:11][CH:12]=[CH:13][CH:14]=2)[CH:8]=1. The yield is 0.950. (2) The reactants are [CH:1]([C:3]1[N:4]=[C:5]([C:21]2[CH:26]=[CH:25][N:24]=[C:23]([NH:27][C:28](=[O:30])[CH3:29])[CH:22]=2)[S:6][C:7]=1[C:8]1[N:9]([CH2:13][O:14][CH2:15][CH2:16][Si:17]([CH3:20])([CH3:19])[CH3:18])[CH:10]=[CH:11][N:12]=1)=[O:2].[Cl:31][C:32]1[CH:37]=[CH:36][C:35]([Mg]Br)=[CH:34][CH:33]=1.CCOCC. The catalyst is O1CCCC1. The product is [Cl:31][C:32]1[CH:37]=[CH:36][C:35]([CH:1]([OH:2])[C:3]2[N:4]=[C:5]([C:21]3[CH:26]=[CH:25][N:24]=[C:23]([NH:27][C:28](=[O:30])[CH3:29])[CH:22]=3)[S:6][C:7]=2[C:8]2[N:9]([CH2:13][O:14][CH2:15][CH2:16][Si:17]([CH3:20])([CH3:19])[CH3:18])[CH:10]=[CH:11][N:12]=2)=[CH:34][CH:33]=1. The yield is 0.480. (3) The reactants are [S:1]([N:11]1[CH2:14][C:13](=[O:15])[CH2:12]1)([C:4]1[CH:10]=[CH:9][C:7]([CH3:8])=[CH:6][CH:5]=1)(=[O:3])=[O:2].[CH3:16][C:17]([CH3:22])([CH3:21])[C:18]#[C:19]C.[C:23]1(C)C=CC=CC=1. No catalyst specified. The product is [C:17]([C:18]1[CH2:19][N:11]([S:1]([C:4]2[CH:5]=[CH:6][C:7]([CH3:8])=[CH:9][CH:10]=2)(=[O:2])=[O:3])[CH2:14][C:13](=[O:15])[C:12]=1[CH3:23])([CH3:22])([CH3:21])[CH3:16]. The yield is 0.770. (4) The reactants are [Cl:1][C:2]1[N:3]([CH2:10][C@@:11]2([CH3:14])[CH2:13][O:12]2)[CH:4]=[C:5]([N+:7]([O-:9])=[O:8])[N:6]=1.[N:15]1([C:21]([O:23][C:24]([CH3:27])([CH3:26])[CH3:25])=[O:22])[CH2:20][CH2:19][NH:18][CH2:17][CH2:16]1.CN(C=O)C. The catalyst is O. The product is [Cl:1][C:2]1[N:3]([CH2:10][C@@:11]([OH:12])([CH3:14])[CH2:13][N:18]2[CH2:17][CH2:16][N:15]([C:21]([O:23][C:24]([CH3:27])([CH3:26])[CH3:25])=[O:22])[CH2:20][CH2:19]2)[CH:4]=[C:5]([N+:7]([O-:9])=[O:8])[N:6]=1. The yield is 0.810. (5) The reactants are [Br:1][C:2]1[N:7]=[C:6]([NH2:8])[C:5]([N+:9]([O-])=O)=[CH:4][CH:3]=1.CC(O)=O.CO. The catalyst is [Zn].CCO. The product is [Br:1][C:2]1[N:7]=[C:6]([NH2:8])[C:5]([NH2:9])=[CH:4][CH:3]=1. The yield is 0.600.